The task is: Predict which catalyst facilitates the given reaction.. This data is from Catalyst prediction with 721,799 reactions and 888 catalyst types from USPTO. Reactant: Cl.[NH2:2][C@H:3]([C:5]([NH2:7])=[O:6])[CH3:4].O.C(=O)([O-])O.[Na+].[F:14][C:15]([F:22])([F:21])[CH2:16][O:17][C:18](Cl)=[O:19]. Product: [F:14][C:15]([F:22])([F:21])[CH2:16][O:17][C:18]([NH:7][C:5](=[O:6])[C@H:3]([CH3:4])[NH2:2])=[O:19]. The catalyst class is: 13.